Dataset: Forward reaction prediction with 1.9M reactions from USPTO patents (1976-2016). Task: Predict the product of the given reaction. (1) Given the reactants [Cl:1][C:2]1[CH:17]=[CH:16][C:5]([O:6][C:7]2[CH:12]=[CH:11][C:10]([CH2:13][CH2:14][OH:15])=[CH:9][CH:8]=2)=[CH:4][C:3]=1[C:18]([F:21])([F:20])[F:19].Cl[C:23]1[CH:33]=[C:27]2[N:28]([CH3:32])[CH2:29][CH2:30][CH2:31][N:26]2[C:25](=[O:34])[N:24]=1, predict the reaction product. The product is: [Cl:1][C:2]1[CH:17]=[CH:16][C:5]([O:6][C:7]2[CH:12]=[CH:11][C:10]([CH2:13][CH2:14][O:15][C:23]3[CH:33]=[C:27]4[N:28]([CH3:32])[CH2:29][CH2:30][CH2:31][N:26]4[C:25](=[O:34])[N:24]=3)=[CH:9][CH:8]=2)=[CH:4][C:3]=1[C:18]([F:19])([F:20])[F:21]. (2) Given the reactants [CH3:1][N:2]([CH3:21])[C:3]([CH:5]1[CH2:10][CH2:9][N:8](C(OCC2C=CC=CC=2)=O)[CH2:7][CH2:6]1)=[O:4].CO.[H][H], predict the reaction product. The product is: [CH3:1][N:2]([CH3:21])[C:3]([CH:5]1[CH2:6][CH2:7][NH:8][CH2:9][CH2:10]1)=[O:4]. (3) Given the reactants [CH:1]1([CH2:7][C@H:8]([NH:21][C:22]([N:24]2[CH2:29][CH2:28][CH2:27][C@@H:26]([C@:30]([OH:43])([C:37]3[CH:42]=[CH:41][CH:40]=[CH:39][CH:38]=3)[CH2:31][CH2:32][CH2:33][CH2:34][O:35][CH3:36])[CH2:25]2)=[S:23])[CH2:9][N:10](C)[C:11](OCC[Si](C)(C)C)=O)[CH2:6][CH2:5][CH2:4][CH2:3][CH2:2]1.[N+](CC)(CC)(CC)CC.[F-], predict the reaction product. The product is: [CH:1]1([CH2:7][C@H:8]([NH:21][C:22]([N:24]2[CH2:29][CH2:28][CH2:27][C@@H:26]([C@:30]([OH:43])([C:37]3[CH:42]=[CH:41][CH:40]=[CH:39][CH:38]=3)[CH2:31][CH2:32][CH2:33][CH2:34][O:35][CH3:36])[CH2:25]2)=[S:23])[CH2:9][NH:10][CH3:11])[CH2:6][CH2:5][CH2:4][CH2:3][CH2:2]1. (4) Given the reactants [C:1](OO[C:1]([C:4]1[CH:9]=[CH:8][CH:7]=[CH:6][CH:5]=1)([CH3:3])[CH3:2])([C:4]1[CH:9]=[CH:8][CH:7]=[CH:6][CH:5]=1)([CH3:3])[CH3:2].CC(C)(C1C=CC=CC=1)O, predict the reaction product. The product is: [CH3:3][C:1]([C:4]1[CH:9]=[CH:8][CH:7]=[CH:6][CH:5]=1)=[CH2:2]. (5) Given the reactants B.C1C[O:5]CC1.[CH2:7]([O:9][C:10]([C:12]1[C:13]([C:36]([O:38][CH2:39][CH3:40])=[O:37])=[C:14]([CH2:33][CH:34]=[CH2:35])[N:15]2[C:20]=1[C:19]([C:21]1[CH:26]=[CH:25][CH:24]=[CH:23][CH:22]=1)=[CH:18][C:17]([N:27]1[CH2:32][CH2:31][O:30][CH2:29][CH2:28]1)=[N:16]2)=[O:11])[CH3:8].[OH-].[Na+].OO, predict the reaction product. The product is: [CH2:7]([O:9][C:10]([C:12]1[C:13]([C:36]([O:38][CH2:39][CH3:40])=[O:37])=[C:14]([CH2:33][CH2:34][CH2:35][OH:5])[N:15]2[C:20]=1[C:19]([C:21]1[CH:22]=[CH:23][CH:24]=[CH:25][CH:26]=1)=[CH:18][C:17]([N:27]1[CH2:28][CH2:29][O:30][CH2:31][CH2:32]1)=[N:16]2)=[O:11])[CH3:8]. (6) The product is: [F:26][C:23]1[CH:24]=[CH:25][C:20]([CH2:19][O:1][C:2]2[CH:7]=[CH:6][C:5]([C:8]3([CH2:12][C:13]([O:15][CH2:16][CH3:17])=[O:14])[CH2:9][O:10][CH2:11]3)=[CH:4][CH:3]=2)=[CH:21][C:22]=1[O:27][C:28]([F:29])([F:31])[F:30]. Given the reactants [OH:1][C:2]1[CH:7]=[CH:6][C:5]([C:8]2([CH2:12][C:13]([O:15][CH2:16][CH3:17])=[O:14])[CH2:11][O:10][CH2:9]2)=[CH:4][CH:3]=1.Br[CH2:19][C:20]1[CH:25]=[CH:24][C:23]([F:26])=[C:22]([O:27][C:28]([F:31])([F:30])[F:29])[CH:21]=1.C(=O)([O-])[O-].[Cs+].[Cs+], predict the reaction product. (7) The product is: [C:21]([C:5]([C:11]1[CH:16]=[CH:15][C:14]([O:17][CH3:18])=[C:13]([O:19][CH3:20])[CH:12]=1)([C:6]([O:8][CH2:9][CH3:10])=[O:7])[CH2:4][CH2:3][CH2:2][N:24]([CH3:23])[CH2:25][CH2:26][C:27]1[CH:36]=[CH:35][C:30]([C:31]([O:33][CH3:34])=[O:32])=[CH:29][CH:28]=1)#[N:22]. Given the reactants Br[CH2:2][CH2:3][CH2:4][C:5]([C:21]#[N:22])([C:11]1[CH:16]=[CH:15][C:14]([O:17][CH3:18])=[C:13]([O:19][CH3:20])[CH:12]=1)[C:6]([O:8][CH2:9][CH3:10])=[O:7].[CH3:23][NH:24][CH2:25][CH2:26][C:27]1[CH:36]=[CH:35][C:30]([C:31]([O:33][CH3:34])=[O:32])=[CH:29][CH:28]=1, predict the reaction product.